This data is from Experimentally validated miRNA-target interactions with 360,000+ pairs, plus equal number of negative samples. The task is: Binary Classification. Given a miRNA mature sequence and a target amino acid sequence, predict their likelihood of interaction. (1) The miRNA is hsa-miR-6876-3p with sequence AGCUGUCUGUGUUUUCCUUCUCAG. The protein sequence of the target gene is MAPQKHGGGGGGGSGPSAGSGGGGFGGSAAAVAAAASGGKSGGGGCGGGGSYSASSSSAAAAAAAAGAAVLPVKKPKMEHVQADHELFLQAFEKPTQIYRFLRTRNLIAPIFLHRTLTYMSHRNSRTSIKRKTFKVDDMLSKVEKMKGEQESHSLSAHLQLTFTGFFHKNDKPSQNSENEQNSVTLEVLLVKVCHKKRKDVSCPIRQVPTGKKQVPLNPDLNQTKPGNFPSLAVSSNEFEPSNSHMVKSYSLLFRVTRPGRREFNGMINGETNENIDVSEELPARRKRNREDGEKTFVAQ.... Result: 0 (no interaction). (2) The miRNA is hsa-miR-551a with sequence GCGACCCACUCUUGGUUUCCA. The protein sequence of the target gene is MSEVTKELLELVWGTKSSPGLSDTIFCRWTQGFVFSESEGSALEQFEGGPCAVIAPVQAFLLKKLLFSSEKSSWRDCSEEEQKELLCHTLCDIVESAYDSSGSYCLVSWLRGRTPEEAARISGSPAQSSCQVEHSSALAVEELGFERFHALIQKRSFRTVSELKDAVLDQYSMWGNKFGVLLFLYSVLLTKGIENIKNSIEDANEPLIDPVYGHGSQSLINLLLTGHAVSNVWDGDRECSGMQLLGIHEQAAVGFLTLMEALRYCKVGSYLKSPKFPIWIVGSETHLTVFFAKDMALVAP.... Result: 0 (no interaction). (3) The miRNA is hsa-miR-1537-3p with sequence AAAACCGUCUAGUUACAGUUGU. The protein sequence of the target gene is MLVRRGARAGPRMPRGWTALCLLSLLPSGFMSLDNNGTATPELPTQGTFSNVSTNVSYQETTTPSTLGSTSLHPVSQHGNEATTNITETTVKFTSTSVITSVYGNTNSSVQSQTSVISTVFTTPANVSTPETTLKPSLSPGNVSDLSTTSTSLATSPTKPYTSSSPILSDIKAEIKCSGIREVKLTQGICLEQNKTSSCAEFKKDRGEGLARVLCGEEQADADAGAQVCSLLLAQSEVRPQCLLLVLANRTEISSKLQLMKKHQSDLKKLGILDFTEQDVASHQSYSQKTLIALVTSGAL.... Result: 0 (no interaction).